From a dataset of Full USPTO retrosynthesis dataset with 1.9M reactions from patents (1976-2016). Predict the reactants needed to synthesize the given product. (1) Given the product [Cl:32][C:18]1[CH:19]=[CH:20][C:15]([C:12]2[N:13]=[N:14][N:10]([C:8]3[CH:7]=[C:4]([CH:3]=[C:2]([F:1])[CH:9]=3)[C:5]#[N:6])[N:11]=2)=[N:16][CH:17]=1, predict the reactants needed to synthesize it. The reactants are: [F:1][C:2]1[CH:3]=[C:4]([CH:7]=[C:8]([N:10]2[N:14]=[N:13][C:12]([C:15]3[CH:20]=[CH:19][C:18](F)=[CH:17][N:16]=3)=[N:11]2)[CH:9]=1)[C:5]#[N:6].NC1C=C(C=C(F)C=1)C#N.[Cl:32]C1C=CC(/C=N/NS(C2C=CC(C)=CC=2)(=O)=O)=NC=1. (2) Given the product [NH2:10][C:4]1[C:5](=[O:9])[N:6]([CH3:8])[CH:7]=[C:2]([Br:1])[CH:3]=1, predict the reactants needed to synthesize it. The reactants are: [Br:1][C:2]1[CH:3]=[C:4]([N:10]=C(C2C=CC=CC=2)C2C=CC=CC=2)[C:5](=[O:9])[N:6]([CH3:8])[CH:7]=1.Cl.O1CCOCC1. (3) Given the product [CH:37]1([N:32]2[C:33]3[C@@:28]([CH3:41])([C@H:27]4[CH2:26][CH2:25][C@@:24]5([CH3:42])[C@@H:23]([CH2:22][CH:21]=[C:20]5[C:3]5[CH:2]=[N:1][C:10]6[C:5]([CH:4]=5)=[CH:6][CH:7]=[CH:8][CH:9]=6)[C@@H:36]4[CH2:35][CH:34]=3)[CH2:29][CH2:30][C:31]2=[O:40])[CH2:38][CH2:39]1, predict the reactants needed to synthesize it. The reactants are: [N:1]1[C:10]2[C:5](=[CH:6][CH:7]=[CH:8][CH:9]=2)[C:4](B(O)O)=[CH:3][CH:2]=1.FC(F)(F)S(O[C:20]1[C@@:24]2([CH3:42])[CH2:25][CH2:26][C@H:27]3[C@H:36]([C@@H:23]2[CH2:22][CH:21]=1)[CH2:35][CH:34]=[C:33]1[C@:28]3([CH3:41])[CH2:29][CH2:30][C:31](=[O:40])[N:32]1[CH:37]1[CH2:39][CH2:38]1)(=O)=O. (4) The reactants are: Br[C:2]1[CH:12]=[CH:11][C:5]2[N:6]([CH3:10])[C:7](=[O:9])[NH:8][C:4]=2[C:3]=1[S:13][CH2:14][CH3:15].[CH3:16][N:17]1[CH:22]=[C:21](B2OC(C)(C)C(C)(C)O2)[C:20]2[CH:32]=[CH:33][N:34]([S:35]([C:38]3[CH:43]=[CH:42][C:41]([CH3:44])=[CH:40][CH:39]=3)(=[O:37])=[O:36])[C:19]=2[C:18]1=[O:45]. Given the product [CH2:14]([S:13][C:3]1[C:4]2[NH:8][C:7](=[O:9])[N:6]([CH3:10])[C:5]=2[CH:11]=[CH:12][C:2]=1[C:21]1[C:20]2[CH:32]=[CH:33][N:34]([S:35]([C:38]3[CH:43]=[CH:42][C:41]([CH3:44])=[CH:40][CH:39]=3)(=[O:37])=[O:36])[C:19]=2[C:18](=[O:45])[N:17]([CH3:16])[CH:22]=1)[CH3:15], predict the reactants needed to synthesize it. (5) Given the product [NH2:1][C@@H:2]1[C:11]2[C:6](=[CH:7][CH:8]=[CH:9][CH:10]=2)[C@H:5]([O:12][C:16]2[CH:17]=[CH:18][C:19]3[N:20]([C:22]([N:25]([CH3:27])[CH3:26])=[N:23][N:24]=3)[CH:21]=2)[CH2:4][CH2:3]1, predict the reactants needed to synthesize it. The reactants are: [NH2:1][C@@H:2]1[C:11]2[C:6](=[CH:7][CH:8]=[CH:9][CH:10]=2)[C@H:5]([OH:12])[CH2:4][CH2:3]1.[H-].[Na+].F[C:16]1[CH:17]=[CH:18][C:19]2[N:20]([C:22]([N:25]([CH3:27])[CH3:26])=[N:23][N:24]=2)[CH:21]=1.N. (6) Given the product [C:7]([CH2:6][CH2:5][N:4]([CH:1]1[CH2:3][CH2:2]1)[C:9](=[O:10])[O:11][C:12]([CH3:15])([CH3:14])[CH3:13])#[N:8], predict the reactants needed to synthesize it. The reactants are: [CH:1]1([NH:4][CH2:5][CH2:6][C:7]#[N:8])[CH2:3][CH2:2]1.[C:9](O[C:9]([O:11][C:12]([CH3:15])([CH3:14])[CH3:13])=[O:10])([O:11][C:12]([CH3:15])([CH3:14])[CH3:13])=[O:10].